This data is from TCR-epitope binding with 47,182 pairs between 192 epitopes and 23,139 TCRs. The task is: Binary Classification. Given a T-cell receptor sequence (or CDR3 region) and an epitope sequence, predict whether binding occurs between them. (1) The epitope is VLWAHGFEL. The TCR CDR3 sequence is CASSLDTGGTGELFF. Result: 1 (the TCR binds to the epitope). (2) The epitope is SEPVLKGVKL. The TCR CDR3 sequence is CASSLWPYGYTF. Result: 1 (the TCR binds to the epitope). (3) The epitope is RLQSLQTYV. The TCR CDR3 sequence is CASSRASRQGSTDTQYF. Result: 0 (the TCR does not bind to the epitope). (4) The epitope is GLCTLVAML. The TCR CDR3 sequence is CASSSYGTRGTDTQYF. Result: 0 (the TCR does not bind to the epitope). (5) The epitope is RPPIFIRRL. The TCR CDR3 sequence is CASSYGDSYEQYF. Result: 0 (the TCR does not bind to the epitope). (6) The epitope is RIFTIGTVTLK. The TCR CDR3 sequence is CASSQVGGYRPYEQYF. Result: 1 (the TCR binds to the epitope). (7) The epitope is TAFTIPSI. The TCR CDR3 sequence is CASSWGQGADEQYF. Result: 0 (the TCR does not bind to the epitope).